Dataset: Full USPTO retrosynthesis dataset with 1.9M reactions from patents (1976-2016). Task: Predict the reactants needed to synthesize the given product. (1) Given the product [OH:1][C:2]1[CH:12]=[CH:11][C:5](/[CH:6]=[CH:7]/[C:8]([O:10][CH3:20])=[O:9])=[CH:4][C:3]=1[O:13][CH3:14], predict the reactants needed to synthesize it. The reactants are: [OH:1][C:2]1[CH:12]=[CH:11][C:5](/[CH:6]=[CH:7]/[C:8]([OH:10])=[O:9])=[CH:4][C:3]=1[O:13][CH3:14].S(=O)(=O)(O)O.[CH3:20]O. (2) Given the product [CH2:9]([O:11][C:12]([C:14]1[C:18]([Cl:1])=[C:17]([CH3:19])[NH:16][N:15]=1)=[O:13])[CH3:10], predict the reactants needed to synthesize it. The reactants are: [Cl:1]N1C(=O)CCC1=O.[CH2:9]([O:11][C:12]([C:14]1[CH:18]=[C:17]([CH3:19])[NH:16][N:15]=1)=[O:13])[CH3:10]. (3) Given the product [C:21]([O:29][N:17]([CH:15]1[CH2:16][N:13]([C:7]2[C:8]3[N:9]([CH:10]=[N:11][N:12]=3)[C:4]3[CH:3]=[C:2]([Br:1])[CH:20]=[N:19][C:5]=3[N:6]=2)[CH2:14]1)[CH3:18])(=[O:28])[C:22]1[CH:27]=[CH:26][CH:25]=[CH:24][CH:23]=1, predict the reactants needed to synthesize it. The reactants are: [Br:1][C:2]1[CH:20]=[N:19][C:5]2[N:6]=[C:7]([N:13]3[CH2:16][CH:15]([NH:17][CH3:18])[CH2:14]3)[C:8]3[N:9]([CH:10]=[N:11][N:12]=3)[C:4]=2[CH:3]=1.[C:21]([O:29][O:29][C:21](=[O:28])[C:22]1[CH:27]=[CH:26][CH:25]=[CH:24][CH:23]=1)(=[O:28])[C:22]1[CH:27]=[CH:26][CH:25]=[CH:24][CH:23]=1.C([O-])([O-])=O.[K+].[K+]. (4) Given the product [Br:6][C:7]1[CH:8]=[C:9]([C:16]([F:19])([F:17])[F:18])[CH:10]=[C:11]2[C:15]=1[NH:14][CH:13]=[C:12]2[CH:23]=[O:24], predict the reactants needed to synthesize it. The reactants are: P(Cl)(Cl)(Cl)=O.[Br:6][C:7]1[CH:8]=[C:9]([C:16]([F:19])([F:18])[F:17])[CH:10]=[C:11]2[C:15]=1[NH:14][CH:13]=[CH:12]2.CN([CH:23]=[O:24])C. (5) The reactants are: Br[CH2:2][CH2:3][CH2:4][CH2:5][C:6](Cl)=[O:7].[S:9]1[CH:13]=[CH:12][CH:11]=[C:10]1[C:14]1[CH:15]=[C:16]([NH2:19])[NH:17][N:18]=1.CCN(C(C)C)C(C)C.C(O)C(N)(CO)CO.[C:37]([N:40]1[CH2:46][CH2:45][CH2:44][NH:43][CH2:42][CH2:41]1)(=[O:39])[CH3:38]. Given the product [S:9]1[CH:13]=[CH:12][CH:11]=[C:10]1[C:14]1[NH:18][N:17]=[C:16]([NH:19][C:6](=[O:7])[CH2:5][CH2:4][CH2:3][CH2:2][N:43]2[CH2:44][CH2:45][CH2:46][N:40]([C:37](=[O:39])[CH3:38])[CH2:41][CH2:42]2)[CH:15]=1, predict the reactants needed to synthesize it.